From a dataset of Merck oncology drug combination screen with 23,052 pairs across 39 cell lines. Regression. Given two drug SMILES strings and cell line genomic features, predict the synergy score measuring deviation from expected non-interaction effect. (1) Drug 1: CS(=O)(=O)CCNCc1ccc(-c2ccc3ncnc(Nc4ccc(OCc5cccc(F)c5)c(Cl)c4)c3c2)o1. Drug 2: O=C(O)C1(Cc2cccc(Nc3nccs3)n2)CCC(Oc2cccc(Cl)c2F)CC1. Cell line: SW837. Synergy scores: synergy=4.21. (2) Drug 1: N.N.O=C(O)C1(C(=O)O)CCC1.[Pt]. Drug 2: CC(C)CC(NC(=O)C(Cc1ccccc1)NC(=O)c1cnccn1)B(O)O. Cell line: COLO320DM. Synergy scores: synergy=-5.96.